This data is from Catalyst prediction with 721,799 reactions and 888 catalyst types from USPTO. The task is: Predict which catalyst facilitates the given reaction. Reactant: [N:1]1[C:14]2[C:5](=[C:6]3[C:11](=[CH:12][CH:13]=2)[CH2:10][CH2:9][C@@H:8]([CH2:15][OH:16])[O:7]3)[CH:4]=[CH:3][CH:2]=1.[C:17]1([CH3:27])[CH:22]=[CH:21][C:20]([S:23](Cl)(=[O:25])=[O:24])=[CH:19][CH:18]=1. Product: [N:1]1[C:14]2[C:5](=[C:6]3[C:11](=[CH:12][CH:13]=2)[CH2:10][CH2:9][C@@H:8]([CH2:15][O:16][S:23]([C:20]2[CH:21]=[CH:22][C:17]([CH3:27])=[CH:18][CH:19]=2)(=[O:25])=[O:24])[O:7]3)[CH:4]=[CH:3][CH:2]=1. The catalyst class is: 17.